This data is from Catalyst prediction with 721,799 reactions and 888 catalyst types from USPTO. The task is: Predict which catalyst facilitates the given reaction. (1) Reactant: [C:1]([O:5][C:6](=[O:25])[C:7]1[CH:12]=[CH:11][C:10]([CH2:13][NH:14][C:15](=[O:24])[C:16]2[CH:21]=[C:20]([Br:22])[CH:19]=[CH:18][C:17]=2[I:23])=[CH:9][CH:8]=1)([CH3:4])([CH3:3])[CH3:2].[CH2:26](I)[CH:27]=[CH2:28].C(=O)([O-])[O-].[Cs+].[Cs+]. Product: [C:1]([O:5][C:6](=[O:25])[C:7]1[CH:8]=[CH:9][C:10]([CH2:13][N:14]([CH2:28][CH:27]=[CH2:26])[C:15](=[O:24])[C:16]2[CH:21]=[C:20]([Br:22])[CH:19]=[CH:18][C:17]=2[I:23])=[CH:11][CH:12]=1)([CH3:4])([CH3:2])[CH3:3]. The catalyst class is: 13. (2) Reactant: [CH3:1][C:2]1[N:7]=[C:6]([NH:8][C:9]2[C:14]([CH3:15])=[CH:13][C:12]([CH3:16])=[CH:11][C:10]=2[CH3:17])[C:5]([S:18]([C:21]2[CH:26]=[CH:25][C:24](OS(C(F)(F)F)(=O)=O)=[CH:23][CH:22]=2)(=[O:20])=[O:19])=[CH:4][N:3]=1.C([O-])(O)=O.[Na+].[CH3:40][N:41](C=O)C. Product: [CH3:1][C:2]1[N:7]=[C:6]([NH:8][C:9]2[C:14]([CH3:15])=[CH:13][C:12]([CH3:16])=[CH:11][C:10]=2[CH3:17])[C:5]([S:18]([C:21]2[CH:26]=[CH:25][C:24]([C:40]#[N:41])=[CH:23][CH:22]=2)(=[O:20])=[O:19])=[CH:4][N:3]=1. The catalyst class is: 267. (3) Reactant: [Cl:1][C:2]1[C:7]2[NH:8]C(=O)O[C:11](=[O:12])[C:6]=2[CH:5]=[CH:4][CH:3]=1.[Br:14][C:15]1[CH:21]=[CH:20][C:18]([NH2:19])=[CH:17][CH:16]=1.CN(C=O)C. Product: [NH2:8][C:7]1[C:2]([Cl:1])=[CH:3][CH:4]=[CH:5][C:6]=1[C:11]([NH:19][C:18]1[CH:20]=[CH:21][C:15]([Br:14])=[CH:16][CH:17]=1)=[O:12]. The catalyst class is: 6.